Dataset: CYP3A4 inhibition data for predicting drug metabolism from PubChem BioAssay. Task: Regression/Classification. Given a drug SMILES string, predict its absorption, distribution, metabolism, or excretion properties. Task type varies by dataset: regression for continuous measurements (e.g., permeability, clearance, half-life) or binary classification for categorical outcomes (e.g., BBB penetration, CYP inhibition). Dataset: cyp3a4_veith. (1) The compound is Cc1ccccc1-c1cc(N(C)Cc2ccco2)ncn1. The result is 0 (non-inhibitor). (2) The drug is CCn1c(SCC(=O)Nc2ccccc2C(=O)OC)nnc1-c1ccc(N)cc1. The result is 1 (inhibitor). (3) The compound is COc1cccc(Nc2nc(-c3ccc(O)cc3)cs2)c1. The result is 1 (inhibitor). (4) The molecule is Cc1ncc(CO)c(CO)c1O. The result is 0 (non-inhibitor). (5) The compound is Cc1cccc(/C=N\Nc2cn[nH]c(=O)c2Cl)c1. The result is 1 (inhibitor). (6) The molecule is COC(=O)c1cccc(NC(=O)/C=C/c2cccc([N+](=O)[O-])c2)c1. The result is 1 (inhibitor).